The task is: Regression. Given two drug SMILES strings and cell line genomic features, predict the synergy score measuring deviation from expected non-interaction effect.. This data is from Merck oncology drug combination screen with 23,052 pairs across 39 cell lines. (1) Drug 1: C=CCn1c(=O)c2cnc(Nc3ccc(N4CCN(C)CC4)cc3)nc2n1-c1cccc(C(C)(C)O)n1. Drug 2: CCc1c2c(nc3ccc(O)cc13)-c1cc3c(c(=O)n1C2)COC(=O)C3(O)CC. Cell line: UACC62. Synergy scores: synergy=13.1. (2) Drug 1: COc1cc(C2c3cc4c(cc3C(OC3OC5COC(C)OC5C(O)C3O)C3COC(=O)C23)OCO4)cc(OC)c1O. Drug 2: CNC(=O)c1cc(Oc2ccc(NC(=O)Nc3ccc(Cl)c(C(F)(F)F)c3)cc2)ccn1. Cell line: NCIH23. Synergy scores: synergy=-116. (3) Drug 1: CC1CC2C3CCC4=CC(=O)C=CC4(C)C3(F)C(O)CC2(C)C1(O)C(=O)CO. Drug 2: Cn1cc(-c2cnn3c(N)c(Br)c(C4CCCNC4)nc23)cn1. Cell line: SW837. Synergy scores: synergy=-11.6. (4) Drug 1: COC12C(COC(N)=O)C3=C(C(=O)C(C)=C(N)C3=O)N1CC1NC12. Drug 2: Cn1c(=O)n(-c2ccc(C(C)(C)C#N)cc2)c2c3cc(-c4cnc5ccccc5c4)ccc3ncc21. Cell line: OVCAR3. Synergy scores: synergy=20.8. (5) Drug 1: O=C(CCCCCCC(=O)Nc1ccccc1)NO. Drug 2: O=C(O)C1(Cc2cccc(Nc3nccs3)n2)CCC(Oc2cccc(Cl)c2F)CC1. Cell line: A375. Synergy scores: synergy=15.5. (6) Drug 1: COc1cccc2c1C(=O)c1c(O)c3c(c(O)c1C2=O)CC(O)(C(=O)CO)CC3OC1CC(N)C(O)C(C)O1. Drug 2: CC(C)CC(NC(=O)C(Cc1ccccc1)NC(=O)c1cnccn1)B(O)O. Cell line: A2780. Synergy scores: synergy=-2.73. (7) Drug 1: CC1(c2nc3c(C(N)=O)cccc3[nH]2)CCCN1. Drug 2: Cn1c(=O)n(-c2ccc(C(C)(C)C#N)cc2)c2c3cc(-c4cnc5ccccc5c4)ccc3ncc21. Cell line: A375. Synergy scores: synergy=26.8.